Regression. Given a peptide amino acid sequence and an MHC pseudo amino acid sequence, predict their binding affinity value. This is MHC class I binding data. From a dataset of Peptide-MHC class I binding affinity with 185,985 pairs from IEDB/IMGT. (1) The peptide sequence is FMIDWILDA. The MHC is HLA-A02:12 with pseudo-sequence HLA-A02:12. The binding affinity (normalized) is 1.00. (2) The peptide sequence is KQLNYCHL. The MHC is H-2-Db with pseudo-sequence H-2-Db. The binding affinity (normalized) is 0.206.